From a dataset of Full USPTO retrosynthesis dataset with 1.9M reactions from patents (1976-2016). Predict the reactants needed to synthesize the given product. Given the product [C:1](=[O:57])([O:2][CH2:3][CH3:4])[O:5][CH:6]([C@:8]12[O:15][C@:12]([C:16]3[CH:21]=[CH:20][C:19]([Cl:22])=[C:18]([CH2:23][C:24]4[CH:29]=[CH:28][C:27]([O:30][CH2:31][CH3:32])=[CH:26][CH:25]=4)[CH:17]=3)([O:13][CH2:14]1)[C@H:11]([OH:33])[C@@H:10]([OH:41])[C@@H:9]2[OH:49])[CH3:7], predict the reactants needed to synthesize it. The reactants are: [C:1](=[O:57])([O:5][CH:6]([C@:8]12[O:15][C@:12]([C:16]3[CH:21]=[CH:20][C:19]([Cl:22])=[C:18]([CH2:23][C:24]4[CH:29]=[CH:28][C:27]([O:30][CH2:31][CH3:32])=[CH:26][CH:25]=4)[CH:17]=3)([O:13][CH2:14]1)[C@H:11]([O:33]CC1C=CC=CC=1)[C@@H:10]([O:41]CC1C=CC=CC=1)[C@@H:9]2[O:49]CC1C=CC=CC=1)[CH3:7])[O:2][CH2:3][CH3:4].ClC1C=CC=CC=1Cl.